Dataset: Catalyst prediction with 721,799 reactions and 888 catalyst types from USPTO. Task: Predict which catalyst facilitates the given reaction. (1) Reactant: [CH3:1][O:2][N:3]=[C:4]1[C:16]2[C:11](=[C:12]([CH3:21])[C:13]([CH3:20])=[C:14]([OH:19])[C:15]=2[CH2:17][CH3:18])[O:10][C:6]2([CH2:9][CH2:8][CH2:7]2)[CH2:5]1.Cl. Product: [CH2:17]([C:15]1[C:14]([OH:19])=[C:13]([CH3:20])[C:12]([CH3:21])=[C:11]2[C:16]=1[CH:4]([NH:3][O:2][CH3:1])[CH2:5][C:6]1([O:10]2)[CH2:9][CH2:8][CH2:7]1)[CH3:18]. The catalyst class is: 523. (2) Reactant: C[O:2][C:3]1[CH:8]=[CH:7][C:6]([CH2:9][CH2:10][C:11]2[CH:16]=[CH:15][CH:14]=[CH:13][C:12]=2[C:17]2[N:22]=[C:21]([N:23]3[C:27]([C:28]([F:31])([F:30])[F:29])=[C:26]([C:32]([O:34][CH2:35][CH3:36])=[O:33])[CH:25]=[N:24]3)[CH:20]=[CH:19][CH:18]=2)=[CH:5][CH:4]=1.B(Br)(Br)Br.N1C=CC=CC=1.[F:47][C:48]([F:61])([F:60])[S:49](O[S:49]([C:48]([F:61])([F:60])[F:47])(=[O:51])=[O:50])(=[O:51])=[O:50]. Product: [F:31][C:28]([F:30])([F:29])[C:27]1[N:23]([C:21]2[CH:20]=[CH:19][CH:18]=[C:17]([C:12]3[CH:13]=[CH:14][CH:15]=[CH:16][C:11]=3[CH2:10][CH2:9][C:6]3[CH:5]=[CH:4][C:3]([O:2][S:49]([C:48]([F:61])([F:60])[F:47])(=[O:51])=[O:50])=[CH:8][CH:7]=3)[N:22]=2)[N:24]=[CH:25][C:26]=1[C:32]([O:34][CH2:35][CH3:36])=[O:33]. The catalyst class is: 2. (3) Reactant: Cl[S:2]([N:5]=[C:6]=[O:7])(=[O:4])=[O:3].[CH2:8]([OH:15])[C:9]1[CH:14]=[CH:13][CH:12]=[CH:11][CH:10]=1.[NH2:16][C:17]1[CH:47]=[CH:46][C:20]2[NH:21][C:22]([C:27]3[C:28](=[O:45])[C:29]([CH2:42][CH2:43][CH3:44])([CH2:39][CH2:40][CH3:41])[C:30]4[C:35]([C:36]=3[OH:37])=[CH:34][C:33]([F:38])=[CH:32][CH:31]=4)=[N:23][S:24](=[O:26])(=[O:25])[C:19]=2[CH:18]=1.C(N(CC)CC)C. Product: [F:38][C:33]1[CH:34]=[C:35]2[C:30]([C:29]([CH2:39][CH2:40][CH3:41])([CH2:42][CH2:43][CH3:44])[C:28](=[O:45])[C:27]([C:22]3[NH:21][C:20]4[CH:46]=[CH:47][C:17]([NH:16][S:2]([NH:5][C:6](=[O:7])[O:15][CH2:8][C:9]5[CH:14]=[CH:13][CH:12]=[CH:11][CH:10]=5)(=[O:4])=[O:3])=[CH:18][C:19]=4[S:24](=[O:25])(=[O:26])[N:23]=3)=[C:36]2[OH:37])=[CH:31][CH:32]=1. The catalyst class is: 4. (4) Reactant: [O:1]=[C:2]([NH:36][C:37]1[CH:38]=[CH:39][CH:40]=[C:41]2[C:46]=1[N:45]=[CH:44][CH:43]=[CH:42]2)[CH:3]([C:17]1[CH:22]=[CH:21][C:20]([NH:23][C:24](=[O:35])[CH2:25][CH2:26][CH2:27][CH2:28][CH2:29][CH2:30][C:31]([O:33][CH3:34])=[O:32])=[CH:19][CH:18]=1)[C:4](=[O:16])[NH:5][C:6]1[CH:7]=[CH:8][CH:9]=[C:10]2[C:15]=1[N:14]=[CH:13][CH:12]=[CH:11]2.CC(C)([O-])C.[K+].S([N:63]=[N+]=[N-])(C1C=CC(C)=CC=1)(=O)=O.C([O-])=O.[NH4+]. Product: [NH2:63][C:3]([C:17]1[CH:18]=[CH:19][C:20]([NH:23][C:24](=[O:35])[CH2:25][CH2:26][CH2:27][CH2:28][CH2:29][CH2:30][C:31]([O:33][CH3:34])=[O:32])=[CH:21][CH:22]=1)([C:4](=[O:16])[NH:5][C:6]1[CH:7]=[CH:8][CH:9]=[C:10]2[C:15]=1[N:14]=[CH:13][CH:12]=[CH:11]2)[C:2](=[O:1])[NH:36][C:37]1[CH:38]=[CH:39][CH:40]=[C:41]2[C:46]=1[N:45]=[CH:44][CH:43]=[CH:42]2. The catalyst class is: 123.